This data is from Full USPTO retrosynthesis dataset with 1.9M reactions from patents (1976-2016). The task is: Predict the reactants needed to synthesize the given product. (1) The reactants are: [Br:1][C:2]1[C:3]2[O:11][C:10]([C:12]3[CH:17]=[CH:16][C:15]([C:18]4([NH:22][C:23](=[O:29])[O:24][C:25]([CH3:28])([CH3:27])[CH3:26])[CH2:21][CH2:20][CH2:19]4)=[CH:14][CH:13]=3)=[C:9]([C:30]3[CH:35]=[CH:34][CH:33]=[CH:32][CH:31]=3)[C:4]=2[C:5](=[O:8])[NH:6][CH:7]=1.C([O-])([O-])=O.[Cs+].[Cs+].[F:42][CH2:43][CH2:44]I. Given the product [Br:1][C:2]1[C:3]2[O:11][C:10]([C:12]3[CH:17]=[CH:16][C:15]([C:18]4([NH:22][C:23](=[O:29])[O:24][C:25]([CH3:28])([CH3:27])[CH3:26])[CH2:21][CH2:20][CH2:19]4)=[CH:14][CH:13]=3)=[C:9]([C:30]3[CH:31]=[CH:32][CH:33]=[CH:34][CH:35]=3)[C:4]=2[C:5](=[O:8])[N:6]([CH2:44][CH2:43][F:42])[CH:7]=1, predict the reactants needed to synthesize it. (2) Given the product [CH3:1][O:2][C:3]([C:5]1[S:6][C:7]([C:22]#[C:23][C:24]([CH3:27])([CH3:26])[CH3:25])=[CH:8][C:9]=1[N:10]([C:35]([C@H:32]1[CH2:33][CH2:34][C@H:29]([CH3:28])[CH2:30][CH2:31]1)=[O:36])[CH:11]1[CH2:12][CH2:13][CH:14]([N:17]2[CH:21]=[N:20][CH:19]=[N:18]2)[CH2:15][CH2:16]1)=[O:4], predict the reactants needed to synthesize it. The reactants are: [CH3:1][O:2][C:3]([C:5]1[S:6][C:7]([C:22]#[C:23][C:24]([CH3:27])([CH3:26])[CH3:25])=[CH:8][C:9]=1[NH:10][CH:11]1[CH2:16][CH2:15][CH:14]([N:17]2[CH:21]=[N:20][CH:19]=[N:18]2)[CH2:13][CH2:12]1)=[O:4].[CH3:28][C@H:29]1[CH2:34][CH2:33][C@H:32]([C:35](Cl)=[O:36])[CH2:31][CH2:30]1. (3) Given the product [Cl:30][C:10]1[C:11]([CH:13]([S:22][C:23]2[CH:28]=[CH:27][C:26]([Cl:29])=[CH:25][CH:24]=2)[C:14]2[CH:19]=[C:18]([F:20])[CH:17]=[CH:16][C:15]=2[F:21])=[CH:12][C:7]([CH2:33][OH:34])=[N:8][CH:9]=1, predict the reactants needed to synthesize it. The reactants are: C([Li])CCC.Br[C:7]1[CH:12]=[C:11]([CH:13]([S:22][C:23]2[CH:28]=[CH:27][C:26]([Cl:29])=[CH:25][CH:24]=2)[C:14]2[CH:19]=[C:18]([F:20])[CH:17]=[CH:16][C:15]=2[F:21])[C:10]([Cl:30])=[CH:9][N:8]=1.CN(C)[CH:33]=[O:34].[BH4-].[Na+]. (4) Given the product [CH3:1][O:2][C:3]1[CH:4]=[C:5]([N:12]2[CH2:17][CH2:16][CH:15]([N:23]3[CH2:24][C@@H:19]4[CH2:25][C@H:22]3[CH2:21][N:20]4[C:26]([O:28][C:29]([CH3:32])([CH3:31])[CH3:30])=[O:27])[CH2:14][CH2:13]2)[CH:6]=[CH:7][C:8]=1[N+:9]([O-:11])=[O:10], predict the reactants needed to synthesize it. The reactants are: [CH3:1][O:2][C:3]1[CH:4]=[C:5]([N:12]2[CH2:17][CH2:16][C:15](=O)[CH2:14][CH2:13]2)[CH:6]=[CH:7][C:8]=1[N+:9]([O-:11])=[O:10].[C@H:19]12[CH2:25][C@H:22]([NH:23][CH2:24]1)[CH2:21][N:20]2[C:26]([O:28][C:29]([CH3:32])([CH3:31])[CH3:30])=[O:27].CC(O)=O.C(O[BH-](OC(=O)C)OC(=O)C)(=O)C.[Na+].C([O-])(O)=O.[Na+].